The task is: Predict which catalyst facilitates the given reaction.. This data is from Catalyst prediction with 721,799 reactions and 888 catalyst types from USPTO. (1) Reactant: [CH3:1][CH:2]1[CH2:7][CH2:6][N:5]([S:8]([C:11]2[CH:12]=[C:13]([CH:18]=[CH:19][CH:20]=2)[C:14]([NH:16][NH2:17])=[O:15])(=[O:10])=[O:9])[CH2:4][CH2:3]1.[Cl:21][C:22]1[CH:23]=[CH:24][C:25]([OH:31])=[C:26]([C:28](=O)[CH3:29])[CH:27]=1. Product: [Cl:21][C:22]1[CH:23]=[CH:24][C:25]([OH:31])=[C:26](/[C:28](=[N:17]/[NH:16][C:14](=[O:15])[C:13]2[CH:18]=[CH:19][CH:20]=[C:11]([S:8]([N:5]3[CH2:6][CH2:7][CH:2]([CH3:1])[CH2:3][CH2:4]3)(=[O:10])=[O:9])[CH:12]=2)/[CH3:29])[CH:27]=1. The catalyst class is: 130. (2) Reactant: [C:1]([N:8]1[CH2:13][CH2:12][CH2:11][CH2:10][CH:9]1[CH2:14][NH2:15])([O:3][C:4]([CH3:7])([CH3:6])[CH3:5])=[O:2].[CH:16]([C:18]1[CH:27]=[CH:26][C:21]([C:22]([O:24][CH3:25])=[O:23])=[CH:20][CH:19]=1)=O.C(O)(=O)C.C(O[BH-](OC(=O)C)OC(=O)C)(=O)C.[Na+]. Product: [CH3:25][O:24][C:22]([C:21]1[CH:26]=[CH:27][C:18]([CH2:16][NH:15][CH2:14][CH:9]2[CH2:10][CH2:11][CH2:12][CH2:13][N:8]2[C:1]([O:3][C:4]([CH3:7])([CH3:6])[CH3:5])=[O:2])=[CH:19][CH:20]=1)=[O:23]. The catalyst class is: 701. (3) Reactant: [C:1]([N:4]1[C:13]2[C:8](=[CH:9][C:10]([C:14]3[CH:22]=[CH:21][C:17]([C:18](O)=[O:19])=[CH:16][N:15]=3)=[CH:11][CH:12]=2)[C@H:7]([NH:23][C:24]2[CH:29]=[CH:28][C:27]([C:30]#[N:31])=[CH:26][N:25]=2)[CH2:6][C@@H:5]1[CH3:32])(=[O:3])[CH3:2].CN(C(ON1N=NC2C=CC=NC1=2)=[N+](C)C)C.F[P-](F)(F)(F)(F)F.CCN(C(C)C)C(C)C.[NH2:66][CH2:67][CH2:68][OH:69]. Product: [C:1]([N:4]1[C:13]2[C:8](=[CH:9][C:10]([C:14]3[CH:22]=[CH:21][C:17]([C:18]([NH:66][CH2:67][CH2:68][OH:69])=[O:19])=[CH:16][N:15]=3)=[CH:11][CH:12]=2)[C@H:7]([NH:23][C:24]2[CH:29]=[CH:28][C:27]([C:30]#[N:31])=[CH:26][N:25]=2)[CH2:6][C@@H:5]1[CH3:32])(=[O:3])[CH3:2]. The catalyst class is: 3. (4) Reactant: Br[CH2:2][C:3]([C:5]1[CH:10]=[CH:9][C:8]([F:11])=[C:7]([Cl:12])[CH:6]=1)=O.[CH3:13][O:14][C:15]([C:17]1[C:18]([C:26]2[CH:31]=[CH:30][CH:29]=[CH:28][C:27]=2[N+:32]([O-:34])=[O:33])=[CH:19][CH:20]=[C:21]([C:23](=[S:25])[NH2:24])[CH:22]=1)=[O:16]. Product: [CH3:13][O:14][C:15]([C:17]1[C:18]([C:26]2[CH:31]=[CH:30][CH:29]=[CH:28][C:27]=2[N+:32]([O-:34])=[O:33])=[CH:19][CH:20]=[C:21]([C:23]2[S:25][CH:2]=[C:3]([C:5]3[CH:10]=[CH:9][C:8]([F:11])=[C:7]([Cl:12])[CH:6]=3)[N:24]=2)[CH:22]=1)=[O:16]. The catalyst class is: 1. (5) Reactant: [C:1]([O:5][C:6]([N:8]1[CH2:15][CH:14]2[N:16]([C:17]([O:19][C:20]([CH3:23])([CH3:22])[CH3:21])=[O:18])[CH:10]([CH2:11][C:12]([C:27]3[S:28][C:29]([CH2:33][CH2:34][O:35][Si:36]([C:39]([CH3:42])([CH3:41])[CH3:40])([CH3:38])[CH3:37])=[C:30]([CH3:32])[N:31]=3)=[C:13]2[C:24]([OH:26])=O)[CH2:9]1)=[O:7])([CH3:4])([CH3:3])[CH3:2].[CH:43]1([NH:46][CH2:47][C:48]2[CH:53]=[CH:52][CH:51]=[C:50]([O:54][CH3:55])[C:49]=2[CH3:56])[CH2:45][CH2:44]1.CCN(C(C)C)C(C)C.C1C=CC2N(O)N=NC=2C=1.CCN=C=NCCCN(C)C.Cl. Product: [C:1]([O:5][C:6]([N:8]1[CH2:15][CH:14]2[N:16]([C:17]([O:19][C:20]([CH3:23])([CH3:22])[CH3:21])=[O:18])[CH:10]([CH2:11][C:12]([C:27]3[S:28][C:29]([CH2:33][CH2:34][O:35][Si:36]([C:39]([CH3:42])([CH3:41])[CH3:40])([CH3:37])[CH3:38])=[C:30]([CH3:32])[N:31]=3)=[C:13]2[C:24](=[O:26])[N:46]([CH:43]2[CH2:45][CH2:44]2)[CH2:47][C:48]2[CH:53]=[CH:52][CH:51]=[C:50]([O:54][CH3:55])[C:49]=2[CH3:56])[CH2:9]1)=[O:7])([CH3:4])([CH3:2])[CH3:3]. The catalyst class is: 79.